Dataset: Peptide-MHC class I binding affinity with 185,985 pairs from IEDB/IMGT. Task: Regression. Given a peptide amino acid sequence and an MHC pseudo amino acid sequence, predict their binding affinity value. This is MHC class I binding data. (1) The peptide sequence is ETFGFEIQSY. The MHC is Patr-A0401 with pseudo-sequence Patr-A0401. The binding affinity (normalized) is 0. (2) The peptide sequence is FYPINDDFY. The MHC is HLA-A02:06 with pseudo-sequence HLA-A02:06. The binding affinity (normalized) is 0.0847. (3) The peptide sequence is GEFLYCKMNWF. The MHC is H-2-Kk with pseudo-sequence H-2-Kk. The binding affinity (normalized) is 0.167. (4) The peptide sequence is RVRPKKEVL. The MHC is HLA-A02:01 with pseudo-sequence HLA-A02:01. The binding affinity (normalized) is 0.0847. (5) The peptide sequence is GFAIPIILK. The MHC is HLA-A68:02 with pseudo-sequence HLA-A68:02. The binding affinity (normalized) is 0.0847. (6) The peptide sequence is RAMRMVYYL. The MHC is HLA-B58:01 with pseudo-sequence HLA-B58:01. The binding affinity (normalized) is 0.738. (7) The peptide sequence is LEELLPAVS. The MHC is HLA-A02:01 with pseudo-sequence HLA-A02:01. The binding affinity (normalized) is 0. (8) The peptide sequence is DAKNDDWKK. The MHC is HLA-A31:01 with pseudo-sequence HLA-A31:01. The binding affinity (normalized) is 0.0286. (9) The peptide sequence is KLHRYIDSM. The MHC is HLA-B51:01 with pseudo-sequence HLA-B51:01. The binding affinity (normalized) is 0.0847. (10) The peptide sequence is TSCPPTCPGY. The MHC is HLA-A02:01 with pseudo-sequence HLA-A02:01. The binding affinity (normalized) is 0.118.